From a dataset of Catalyst prediction with 721,799 reactions and 888 catalyst types from USPTO. Predict which catalyst facilitates the given reaction. Reactant: [C:1]1([S:7]([C:10]([CH:19]2[CH2:31][C:22]3[NH:23][C:24]4[CH:25]=[CH:26][C:27]([Cl:30])=[CH:28][C:29]=4[C:21]=3[CH2:20]2)([F:18])[C:11]2[O:15][N:14]=[C:13]([CH2:16][NH2:17])[N:12]=2)(=[O:9])=[O:8])[CH:6]=[CH:5][CH:4]=[CH:3][CH:2]=1.CCN(C(C)C)C(C)C.[C:41](Cl)(=[O:48])[C:42]1[CH:47]=[CH:46][CH:45]=[CH:44][CH:43]=1. Product: [C:1]1([S:7]([C:10]([CH:19]2[CH2:31][C:22]3[NH:23][C:24]4[CH:25]=[CH:26][C:27]([Cl:30])=[CH:28][C:29]=4[C:21]=3[CH2:20]2)([F:18])[C:11]2[O:15][N:14]=[C:13]([CH2:16][NH:17][C:41](=[O:48])[C:42]3[CH:47]=[CH:46][CH:45]=[CH:44][CH:43]=3)[N:12]=2)(=[O:9])=[O:8])[CH:2]=[CH:3][CH:4]=[CH:5][CH:6]=1. The catalyst class is: 1.